Dataset: Retrosynthesis with 50K atom-mapped reactions and 10 reaction types from USPTO. Task: Predict the reactants needed to synthesize the given product. (1) Given the product Cc1ccc2c(c1)c1c(n2CCc2ccccc2)CCN(C)CC1, predict the reactants needed to synthesize it. The reactants are: BrCCc1ccccc1.Cc1ccc2[nH]c3c(c2c1)CCN(C)CC3. (2) Given the product Cc1cnc(N2CCN(C(=O)c3ccc(N4CCN(C)C4=O)nn3)CC2)c(C)c1, predict the reactants needed to synthesize it. The reactants are: CN1CCNC1=O.Cc1cnc(N2CCN(C(=O)c3ccc(Cl)nn3)CC2)c(C)c1. (3) Given the product N[C@@H](CO)C(=O)Nn1cccc1, predict the reactants needed to synthesize it. The reactants are: O=C(N[C@@H](CO)C(=O)Nn1cccc1)OCc1ccccc1. (4) Given the product CC(=O)O, predict the reactants needed to synthesize it. The reactants are: O=C(O)[C@@H]1CN(C(=O)OCc2ccccc2)CCN1C(=O)C(c1ccccc1)c1ccccc1. (5) Given the product CC(C)[C@H](CO)NCc1nc(Br)ccc1F, predict the reactants needed to synthesize it. The reactants are: CC(C)[C@@H](N)CO.O=Cc1nc(Br)ccc1F.